This data is from Peptide-MHC class I binding affinity with 185,985 pairs from IEDB/IMGT. The task is: Regression. Given a peptide amino acid sequence and an MHC pseudo amino acid sequence, predict their binding affinity value. This is MHC class I binding data. (1) The peptide sequence is IMYGGVFSL. The MHC is HLA-A69:01 with pseudo-sequence HLA-A69:01. The binding affinity (normalized) is 0.0847. (2) The peptide sequence is KLKPRWLDAR. The MHC is HLA-A31:01 with pseudo-sequence HLA-A31:01. The binding affinity (normalized) is 0.969.